This data is from Catalyst prediction with 721,799 reactions and 888 catalyst types from USPTO. The task is: Predict which catalyst facilitates the given reaction. Reactant: C(NC1SC2[O:12]C(CN3C=C(C4C=CC=CN=4)N=N3)C(O)C(O)C2N=1)C.[CH2:27]([NH:29][C:30]1[S:31][C@H:32]2[O:38][C@H:37]([CH2:39][OH:40])[C@@H:36]([OH:41])[C@H:35]([OH:42])[C@H:33]2[N:34]=1)[CH3:28].CC1(C)N([O])C(C)(C)CCC1.[Br-].[K+].Cl[O-].[Na+]. Product: [CH2:27]([NH:29][C:30]1[S:31][C@H:32]2[O:38][C@H:37]([C:39]([OH:12])=[O:40])[C@@H:36]([OH:41])[C@H:35]([OH:42])[C@H:33]2[N:34]=1)[CH3:28]. The catalyst class is: 1.